This data is from Reaction yield outcomes from USPTO patents with 853,638 reactions. The task is: Predict the reaction yield, written as a fraction of the theoretical maximum amount of product (1.0 means a 100% yield; for example, 0.34 means a 34% yield). The reactants are Br[C:2]1[CH:7]=[CH:6][C:5]([C:8]2[N:12]([CH2:13][C@@H:14]3[CH2:18][CH2:17][N:16]([C:19]([CH:21]4[CH2:23][CH2:22]4)=[O:20])[CH2:15]3)[CH:11]=[N:10][N:9]=2)=[C:4]([F:24])[CH:3]=1.[F:25][C:26]1[CH:31]=[C:30]([F:32])[CH:29]=[CH:28][C:27]=1B(O)O. The catalyst is O1CCOCC1.C([O-])([O-])=O.[K+].[K+].C(Cl)Cl.C1C=CC(P(C2C=CC=CC=2)[C-]2C=CC=C2)=CC=1.C1C=CC(P(C2C=CC=CC=2)[C-]2C=CC=C2)=CC=1.Cl[Pd]Cl.[Fe+2]. The product is [CH:21]1([C:19]([N:16]2[CH2:17][CH2:18][C@@H:14]([CH2:13][N:12]3[CH:11]=[N:10][N:9]=[C:8]3[C:5]3[CH:6]=[CH:7][C:2]([C:29]4[CH:28]=[CH:27][C:26]([F:25])=[CH:31][C:30]=4[F:32])=[CH:3][C:4]=3[F:24])[CH2:15]2)=[O:20])[CH2:23][CH2:22]1. The yield is 0.540.